From a dataset of Reaction yield outcomes from USPTO patents with 853,638 reactions. Predict the reaction yield, written as a fraction of the theoretical maximum amount of product (1.0 means a 100% yield; for example, 0.34 means a 34% yield). (1) The reactants are CC1C=C(C)C=C(C)C=1S([O-])(=O)=O.[NH2:14][N+:15]1[CH:20]=[CH:19][C:18]([Br:21])=[CH:17][C:16]=1[NH2:22].[F:23][C:24]1[N:29]=[C:28]([C:30](Cl)=O)[CH:27]=[CH:26][CH:25]=1. No catalyst specified. The product is [Br:21][C:18]1[CH:19]=[CH:20][N:15]2[N:14]=[C:30]([C:28]3[CH:27]=[CH:26][CH:25]=[C:24]([F:23])[N:29]=3)[N:22]=[C:16]2[CH:17]=1. The yield is 0.854. (2) The yield is 0.0780. The product is [NH2:22][C:4]1[N:3]=[C:2]([F:1])[N:10]=[C:9]2[C:5]=1[N:6]=[C:7]([CH2:11][C:12]1[C:20]([I:21])=[CH:19][C:15]3[O:16][CH2:17][O:18][C:14]=3[CH:13]=1)[N:8]2[CH2:65][CH2:66][C:67](=[O:69])[CH3:68]. The reactants are [F:1][C:2]1[N:10]=[C:9]2[C:5]([N:6]=[C:7]([CH2:11][C:12]3[C:20]([I:21])=[CH:19][C:15]4[O:16][CH2:17][O:18][C:14]=4[CH:13]=3)[NH:8]2)=[C:4]([NH2:22])[N:3]=1.C1C=CC(COC(/N=N/C(OCC2C=CC=CC=2)=O)=O)=CC=1.C1(P(C2C=CC=CC=2)C2C=CC=CC=2)C=CC=CC=1.O[CH2:65][CH2:66][C:67](=[O:69])[CH3:68]. The catalyst is C(Cl)Cl.C1(C)C=CC=CC=1. (3) The reactants are [CH2:1]([O:8][C:9]([C:11]1[C:19]2[C:14](=[CH:15][CH:16]=[C:17]([CH2:20][CH2:21][NH:22][CH3:23])[CH:18]=2)[NH:13][C:12]=1[CH3:24])=[O:10])[C:2]1[CH:7]=[CH:6][CH:5]=[CH:4][CH:3]=1.[O:25]1[CH2:30][CH2:29][C:28](=O)[CH2:27][CH2:26]1.C(O[BH-](OC(=O)C)OC(=O)C)(=O)C.[Na+].C(O)(=O)C. The catalyst is ClC(Cl)C. The product is [CH2:1]([O:8][C:9]([C:11]1[C:19]2[C:14](=[CH:15][CH:16]=[C:17]([CH2:20][CH2:21][N:22]([CH3:23])[CH:28]3[CH2:29][CH2:30][O:25][CH2:26][CH2:27]3)[CH:18]=2)[NH:13][C:12]=1[CH3:24])=[O:10])[C:2]1[CH:3]=[CH:4][CH:5]=[CH:6][CH:7]=1. The yield is 0.530. (4) The reactants are [CH3:1][O:2][C:3]1[CH:8]=[CH:7][CH:6]=[CH:5][C:4]=1[OH:9].F[C:11]1[CH:16]=[CH:15][C:14]([F:17])=[CH:13][C:12]=1[N+:18]([O-:20])=[O:19].[CH3:21][O:22][C:23]1[CH:37]=[CH:36][CH:35]=[CH:34][C:24]=1[O:25][C:26]1[CH:32]=[CH:31][C:30]([F:33])=[CH:29][C:27]=1[NH2:28].[NH2:38][C:39]1[S:40][CH:41]=[CH:42][N:43]=1. The product is [F:17][C:14]1[CH:15]=[CH:16][C:11]([O:9][C:4]2[CH:5]=[CH:6][CH:7]=[CH:8][C:3]=2[O:2][CH3:1])=[C:12]([N+:18]([O-:20])=[O:19])[CH:13]=1.[F:33][C:30]1[CH:31]=[CH:32][C:26]([O:25][C:24]2[CH:34]=[CH:35][CH:36]=[CH:37][C:23]=2[O:22][CH3:21])=[C:27]([NH:28][C:4]([NH:38][C:39]2[S:40][CH:41]=[CH:42][N:43]=2)=[O:9])[CH:29]=1. The yield is 0.810. No catalyst specified. (5) The reactants are [Cl:1][C:2]1[CH:17]=[CH:16][C:5]2[N:6]=[C:7]([NH:9][CH2:10][CH:11]3[CH2:15][CH2:14][NH:13][CH2:12]3)[O:8][C:4]=2[CH:3]=1.Cl.[CH3:19][O:20][C:21]1[CH:29]=[CH:28][CH:27]=[C:26]([O:30][CH3:31])[C:22]=1[C:23](Cl)=[O:24].CCN(CC)CC. The product is [Cl:1][C:2]1[CH:17]=[CH:16][C:5]2[N:6]=[C:7]([NH:9][CH2:10][CH:11]3[CH2:15][CH2:14][N:13]([C:23]([C:22]4[C:26]([O:30][CH3:31])=[CH:27][CH:28]=[CH:29][C:21]=4[O:20][CH3:19])=[O:24])[CH2:12]3)[O:8][C:4]=2[CH:3]=1. The catalyst is C(Cl)Cl. The yield is 0.220.